Predict the reactants needed to synthesize the given product. From a dataset of Full USPTO retrosynthesis dataset with 1.9M reactions from patents (1976-2016). (1) Given the product [C:1]([O:8][C:44](=[O:43])[CH2:45][CH2:46][C:47]([CH3:48])=[O:81])(=[O:7])[CH2:2][CH2:3][C:4]([CH3:6])=[O:5].[C:1]([O:8][C@@H:47]1[C@H:46]([O:82][CH2:83][O:84][C:85](=[O:90])[C:86]([CH3:88])([CH3:87])[CH3:89])[C@@H:45]([CH2:44][OH:43])[O:49][C@H:48]1[N:50]1[C:80]2[N:79]=[CH:78][N:77]=[C:54]([NH2:55])[C:53]=2[N:52]=[CH:51]1)(=[O:7])[CH2:2][CH2:3][C:4]([CH3:6])=[O:5], predict the reactants needed to synthesize it. The reactants are: [C:1]([OH:8])(=[O:7])[CH2:2][CH2:3][C:4]([CH3:6])=[O:5].C1(N=C=NC2CCCCC2)CCCCC1.COC1C=CC(C([O:43][CH2:44][C@H:45]2[O:49][C@@H:48]([N:50]3[C:80]4[N:79]=[CH:78][N:77]=[C:54]([NH:55]C(C5C=CC=CC=5)(C5C=CC=CC=5)C5C=CC(OC)=CC=5)[C:53]=4[N:52]=[CH:51]3)[C@H:47]([OH:81])[C@@H:46]2[O:82][CH2:83][O:84][C:85](=[O:90])[C:86]([CH3:89])([CH3:88])[CH3:87])(C2C=CC=CC=2)C2C=CC=CC=2)=CC=1. (2) Given the product [CH:9]1([CH2:8][S:1]([O-:4])(=[O:3])=[O:2])[CH2:11][CH2:10]1.[Na+:5], predict the reactants needed to synthesize it. The reactants are: [S:1]([O-:4])([O-:3])=[O:2].[Na+:5].[Na+].Br[CH2:8][CH:9]1[CH2:11][CH2:10]1. (3) The reactants are: [CH2:1]([C@H:5]1[CH2:9][C@H:8]([C:10]2[CH:15]=[CH:14][C:13]([F:16])=[CH:12][CH:11]=2)[O:7][C:6]1=[O:17])/[CH:2]=[CH:3]/[CH3:4]. Given the product [CH2:1]([C@H:5]1[CH2:9][C@H:8]([C:10]2[CH:11]=[CH:12][C:13]([F:16])=[CH:14][CH:15]=2)[O:7][C:6]1=[O:17])[CH2:2][CH2:3][CH3:4], predict the reactants needed to synthesize it.